Dataset: Full USPTO retrosynthesis dataset with 1.9M reactions from patents (1976-2016). Task: Predict the reactants needed to synthesize the given product. (1) Given the product [Si:1]([O:8][C@@H:9]([CH2:10][CH2:11][C:12]1[CH:13]=[CH:14][CH:15]=[CH:16][CH:17]=1)[CH2:18][CH2:19][OH:20])([C:4]([CH3:7])([CH3:6])[CH3:5])([CH3:3])[CH3:2], predict the reactants needed to synthesize it. The reactants are: [Si:1]([O:8][C@H:9]([CH2:18][CH2:19][O:20]CC1C=CC(OC)=CC=1)[CH2:10][CH2:11][C:12]1[CH:17]=[CH:16][CH:15]=[CH:14][CH:13]=1)([C:4]([CH3:7])([CH3:6])[CH3:5])([CH3:3])[CH3:2].C(C1C(=O)C(Cl)=C(Cl)C(=O)C=1C#N)#N.C([O-])(O)=O.[Na+]. (2) The reactants are: [CH3:1][N:2]1[C:6]2=[CH:7][CH:8]=[C:9]3[C:14]([N:13]=[C:12]([C:15]4[CH:21]=[CH:20][C:18]([NH2:19])=[CH:17][CH:16]=4)[N:11]=[C:10]3[N:22]3[CH2:27][CH2:26][O:25][CH2:24][CH2:23]3)=[C:5]2[CH:4]=[CH:3]1.Cl[C:29](Cl)([O:31]C(=O)OC(Cl)(Cl)Cl)Cl.[CH2:40]([NH2:46])[CH:41]1[O:45][CH2:44][CH2:43][CH2:42]1. Given the product [CH3:1][N:2]1[C:6]2=[CH:7][CH:8]=[C:9]3[C:14]([N:13]=[C:12]([C:15]4[CH:16]=[CH:17][C:18]([NH:19][C:29]([NH:46][CH2:40][CH:41]5[CH2:42][CH2:43][CH2:44][O:45]5)=[O:31])=[CH:20][CH:21]=4)[N:11]=[C:10]3[N:22]3[CH2:27][CH2:26][O:25][CH2:24][CH2:23]3)=[C:5]2[CH:4]=[CH:3]1, predict the reactants needed to synthesize it. (3) Given the product [NH:32]1[CH2:33][CH2:34][CH:53]([NH:54][C:57](=[O:58])[NH:1][C:2]2[S:3][C:4]3[C:9]([N:10]=2)=[CH:8][CH:7]=[C:6]([C:11]2[CH:12]=[C:13]([CH:27]=[CH:28][CH:29]=2)[C:14]([NH:16][C:17]2[CH:22]=[CH:21][CH:20]=[C:19]([C:23]([F:26])([F:25])[F:24])[CH:18]=2)=[O:15])[N:5]=3)[CH2:36][CH2:35]1.[C:66]([OH:68])([C:65]([F:70])([F:69])[F:64])=[O:67], predict the reactants needed to synthesize it. The reactants are: [NH2:1][C:2]1[S:3][C:4]2[C:9]([N:10]=1)=[CH:8][CH:7]=[C:6]([C:11]1[CH:12]=[C:13]([CH:27]=[CH:28][CH:29]=1)[C:14]([NH:16][C:17]1[CH:22]=[CH:21][CH:20]=[C:19]([C:23]([F:26])([F:25])[F:24])[CH:18]=1)=[O:15])[N:5]=2.C([N:32]([CH2:35][CH3:36])[CH2:33][CH3:34])C.C(Cl)(=O)OC1C=CC([N+]([O-])=O)=CC=1.NC1CC[N:54]([C:57](OC(C)(C)C)=[O:58])[CH2:53]C1.[F:64][C:65]([F:70])([F:69])[C:66]([OH:68])=[O:67]. (4) Given the product [CH3:13][NH:14][C:15]([C:17]1[CH:22]=[C:21]([O:23][C:24]2[CH:29]=[CH:28][C:27]3[N:30]([CH3:31])[C:11]([C:5]4[C:4]5[C:8](=[CH:9][CH:10]=[C:2]([F:1])[CH:3]=5)[NH:7][N:6]=4)=[N:32][C:26]=3[CH:25]=2)[CH:20]=[CH:19][N:18]=1)=[O:16], predict the reactants needed to synthesize it. The reactants are: [F:1][C:2]1[CH:3]=[C:4]2[C:8](=[CH:9][CH:10]=1)[NH:7][N:6]=[C:5]2[CH:11]=O.[CH3:13][NH:14][C:15]([C:17]1[CH:22]=[C:21]([O:23][C:24]2[CH:29]=[CH:28][C:27]([NH:30][CH3:31])=[C:26]([NH2:32])[CH:25]=2)[CH:20]=[CH:19][N:18]=1)=[O:16].